This data is from NCI-60 drug combinations with 297,098 pairs across 59 cell lines. The task is: Regression. Given two drug SMILES strings and cell line genomic features, predict the synergy score measuring deviation from expected non-interaction effect. (1) Drug 2: C1CC(=O)NC(=O)C1N2C(=O)C3=CC=CC=C3C2=O. Drug 1: CCN(CC)CCNC(=O)C1=C(NC(=C1C)C=C2C3=C(C=CC(=C3)F)NC2=O)C. Synergy scores: CSS=5.32, Synergy_ZIP=-3.83, Synergy_Bliss=-4.13, Synergy_Loewe=-14.5, Synergy_HSA=-5.90. Cell line: HT29. (2) Cell line: K-562. Synergy scores: CSS=52.2, Synergy_ZIP=-2.01, Synergy_Bliss=-5.60, Synergy_Loewe=-69.9, Synergy_HSA=-5.63. Drug 2: C1=NNC2=C1C(=O)NC=N2. Drug 1: CC1C(C(=O)NC(C(=O)N2CCCC2C(=O)N(CC(=O)N(C(C(=O)O1)C(C)C)C)C)C(C)C)NC(=O)C3=C4C(=C(C=C3)C)OC5=C(C(=O)C(=C(C5=N4)C(=O)NC6C(OC(=O)C(N(C(=O)CN(C(=O)C7CCCN7C(=O)C(NC6=O)C(C)C)C)C)C(C)C)C)N)C. (3) Drug 1: C1CC(C1)(C(=O)O)C(=O)O.[NH2-].[NH2-].[Pt+2]. Drug 2: CC1C(C(CC(O1)OC2CC(CC3=C2C(=C4C(=C3O)C(=O)C5=C(C4=O)C(=CC=C5)OC)O)(C(=O)CO)O)N)O.Cl. Cell line: EKVX. Synergy scores: CSS=6.30, Synergy_ZIP=-0.496, Synergy_Bliss=3.07, Synergy_Loewe=-24.8, Synergy_HSA=-1.87.